Dataset: CYP2C9 inhibition data for predicting drug metabolism from PubChem BioAssay. Task: Regression/Classification. Given a drug SMILES string, predict its absorption, distribution, metabolism, or excretion properties. Task type varies by dataset: regression for continuous measurements (e.g., permeability, clearance, half-life) or binary classification for categorical outcomes (e.g., BBB penetration, CYP inhibition). Dataset: cyp2c9_veith. (1) The result is 0 (non-inhibitor). The molecule is COc1ccccc1CN1CC[C@@]2(CCCN(C(=O)c3cccc(F)c3)C2)C1. (2) The molecule is O=C(O)/C=C\c1cccc([Sb](=O)(O)O)c1. The result is 0 (non-inhibitor). (3) The compound is COc1ccc(C(=O)N2CCC[C@@]3(CCN(Cc4ccccc4)C3)C2)cc1. The result is 0 (non-inhibitor). (4) The molecule is COc1ccccc1CN1CCC2(CC1)CCN(C(=O)c1c(C)noc1C)CC2. The result is 0 (non-inhibitor).